This data is from Reaction yield outcomes from USPTO patents with 853,638 reactions. The task is: Predict the reaction yield, written as a fraction of the theoretical maximum amount of product (1.0 means a 100% yield; for example, 0.34 means a 34% yield). (1) The reactants are [NH:1]1[CH:5]=[CH:4][N:3]=[C:2]1[CH:6]=[O:7].Br[CH2:9][CH2:10][O:11][CH2:12][CH3:13].C(=O)([O-])[O-].[K+].[K+].[I-].[K+]. The catalyst is CN(C=O)C. The product is [CH2:10]([O:11][CH2:12][CH2:13][N:1]1[CH:5]=[CH:4][N:3]=[C:2]1[CH:6]=[O:7])[CH3:9]. The yield is 0.170. (2) The reactants are [CH2:1]([O:3][C:4](=[O:16])[CH:5]([C:7]1[CH:8]=[N:9][C:10]([NH2:15])=[C:11]([O:13][CH3:14])[CH:12]=1)[CH3:6])[CH3:2].C(N(CC)CC)C.[CH3:24][S:25](Cl)(=[O:27])=[O:26]. The catalyst is O1CCCC1. The product is [CH2:1]([O:3][C:4](=[O:16])[CH:5]([C:7]1[CH:8]=[N:9][C:10]([NH:15][S:25]([CH3:24])(=[O:27])=[O:26])=[C:11]([O:13][CH3:14])[CH:12]=1)[CH3:6])[CH3:2]. The yield is 0.670. (3) The reactants are [CH3:1][O:2][C:3]1[CH:10]=[C:9]([C:11]([F:14])([F:13])[F:12])[CH:8]=[CH:7][C:4]=1[CH:5]=O.[N+:15]([CH3:18])([O-:17])=[O:16].Cl.CN.C([O-])(=O)C.[Na+]. No catalyst specified. The product is [CH3:1][O:2][C:3]1[CH:10]=[C:9]([C:11]([F:14])([F:13])[F:12])[CH:8]=[CH:7][C:4]=1/[CH:5]=[CH:18]/[N+:15]([O-:17])=[O:16]. The yield is 0.656. (4) The reactants are [C:1]1([S:7]([C:10]2[CH:11]=[C:12]3[C:17](=[CH:18][CH:19]=2)[CH:16]([CH2:20][CH2:21][C:22]#[N:23])[CH2:15][CH2:14][CH2:13]3)(=[O:9])=[O:8])[CH:6]=[CH:5][CH:4]=[CH:3][CH:2]=1.B.C1COCC1. The product is [C:1]1([S:7]([C:10]2[CH:11]=[C:12]3[C:17](=[CH:18][CH:19]=2)[CH:16]([CH2:20][CH2:21][CH2:22][NH2:23])[CH2:15][CH2:14][CH2:13]3)(=[O:9])=[O:8])[CH:2]=[CH:3][CH:4]=[CH:5][CH:6]=1. The yield is 0.254. The catalyst is C1COCC1. (5) The product is [C:11]([O:10][C:8]([N:5]1[CH2:4][CH2:3][CH:2]([O:1][S:23]([CH3:22])(=[O:25])=[O:24])[CH2:7][CH2:6]1)=[O:9])([CH3:14])([CH3:13])[CH3:12]. The reactants are [OH:1][CH:2]1[CH2:7][CH2:6][N:5]([C:8]([O:10][C:11]([CH3:14])([CH3:13])[CH3:12])=[O:9])[CH2:4][CH2:3]1.C(N(CC)CC)C.[CH3:22][S:23](Cl)(=[O:25])=[O:24]. The catalyst is C(Cl)Cl. The yield is 1.00. (6) The reactants are [NH2:1][CH:2]([CH2:6][O:7][C:8]([CH3:11])([CH3:10])[CH3:9])[C:3]([NH2:5])=[O:4].[S:12](Cl)(Cl)=O.O. The catalyst is ClCCl.C(N(CC)CC)C. The product is [C:8]([O:7][CH2:6][C:2]1[C:3]([OH:4])=[N:5][S:12][N:1]=1)([CH3:11])([CH3:10])[CH3:9]. The yield is 0.210. (7) The yield is 0.410. The catalyst is CO.O. The reactants are [NH2:1][C:2]1[CH:7]=[CH:6][C:5]([S:8][C:9]#[N:10])=[C:4]([Cl:11])[C:3]=1[CH3:12].O.[SH-].[Na+].[BH4-].[Na+].[OH-].[Na+].[Cl:20][C:21]1N=C(Cl)[CH:24]=[CH:23][N:22]=1. The product is [Cl:11][C:4]1[C:3]([CH3:12])=[C:2]([CH:7]=[CH:6][C:5]=1[S:8][C:9]1[CH:24]=[CH:23][N:22]=[C:21]([Cl:20])[N:10]=1)[NH2:1]. (8) The reactants are Cl[CH2:2][C:3]([NH:5][CH:6]1[CH2:11][CH2:10][N:9]([CH2:12][C:13]2[CH:17]=[CH:16][N:15]([C:18]3[CH:23]=[CH:22][C:21]([C:24]([F:27])([F:26])[F:25])=[CH:20][CH:19]=3)[CH:14]=2)[CH2:8][CH2:7]1)=[O:4].[CH:28]([C:31]1[CH:36]=[CH:35][CH:34]=[C:33]([CH:37]([CH3:39])[CH3:38])[C:32]=1[OH:40])([CH3:30])[CH3:29].CC(C)([O-])C.[K+]. The catalyst is C1COCC1. The product is [CH:37]([C:33]1[CH:34]=[CH:35][CH:36]=[C:31]([CH:28]([CH3:30])[CH3:29])[C:32]=1[O:40][CH2:2][C:3]([NH:5][CH:6]1[CH2:11][CH2:10][N:9]([CH2:12][C:13]2[CH:17]=[CH:16][N:15]([C:18]3[CH:23]=[CH:22][C:21]([C:24]([F:27])([F:26])[F:25])=[CH:20][CH:19]=3)[CH:14]=2)[CH2:8][CH2:7]1)=[O:4])([CH3:39])[CH3:38]. The yield is 0.630. (9) The catalyst is C(O)C. The reactants are [CH:1]1[CH:6]=[N:5][CH:4]=[C:3]2[CH2:7][O:8][C:9]3[CH:10]=[C:11]([O:15][CH2:16][C@@H:17]([N:22]4C(=O)C5C(=CC=CC=5)C4=O)[CH2:18][CH:19]([CH3:21])[CH3:20])[CH:12]=[CH:13][C:14]=3[C:2]=12.NN. The product is [CH:1]1[CH:6]=[N:5][CH:4]=[C:3]2[CH2:7][O:8][C:9]3[CH:10]=[C:11]([O:15][CH2:16][C@@H:17]([NH2:22])[CH2:18][CH:19]([CH3:20])[CH3:21])[CH:12]=[CH:13][C:14]=3[C:2]=12. The yield is 0.390. (10) The reactants are [C:1](Cl)(=O)[C:2]([Cl:4])=[O:3].[C:7](/[C:9](/[C:14]1[CH:18]=[CH:17][S:16][CH:15]=1)=C\C(O)=O)#[N:8]. The catalyst is C(Cl)Cl. The product is [C:7](/[C:9](/[C:14]1[CH:18]=[CH:17][S:16][CH:15]=1)=[CH:1]\[C:2]([Cl:4])=[O:3])#[N:8]. The yield is 0.630.